Task: Predict the reaction yield, written as a fraction of the theoretical maximum amount of product (1.0 means a 100% yield; for example, 0.34 means a 34% yield).. Dataset: Reaction yield outcomes from USPTO patents with 853,638 reactions (1) The reactants are [H-].[Na+].[F:3][C:4]1[CH:9]=[CH:8][C:7]([C:10]([OH:13])([CH3:12])[CH3:11])=[CH:6][CH:5]=1.[CH2:14](Br)[CH:15]=[CH2:16]. The catalyst is O1CCCC1. The product is [CH2:16]([O:13][C:10]([C:7]1[CH:6]=[CH:5][C:4]([F:3])=[CH:9][CH:8]=1)([CH3:11])[CH3:12])[CH:15]=[CH2:14]. The yield is 0.600. (2) The reactants are [BrH:1].N[C:3]1[C:7]2=[N:8][CH:9]=[C:10]([O:12][CH3:13])[CH:11]=[C:6]2[S:5][C:4]=1[C:14]([O:16][CH3:17])=[O:15].N([O-])=O.[Na+].C([O-])(O)=O.[Na+]. The product is [Br:1][C:3]1[C:7]2=[N:8][CH:9]=[C:10]([O:12][CH3:13])[CH:11]=[C:6]2[S:5][C:4]=1[C:14]([O:16][CH3:17])=[O:15]. The catalyst is O.[Cu]Br. The yield is 0.0790. (3) The reactants are C(Cl)(=O)C(Cl)=O.CS(C)=O.[N:11]1[C:20]2[C:15](=[CH:16][C:17]([CH2:21][N:22]3[C:26]4=[N:27][C:28]([N:31]5[CH2:35][CH2:34][CH:33]([OH:36])[CH2:32]5)=[CH:29][N:30]=[C:25]4[N:24]=[N:23]3)=[CH:18][CH:19]=2)[CH:14]=[CH:13][CH:12]=1.C(N(CC)CC)C. The catalyst is ClCCl. The product is [N:11]1[C:20]2[C:15](=[CH:16][C:17]([CH2:21][N:22]3[C:26]4=[N:27][C:28]([N:31]5[CH2:35][CH2:34][C:33](=[O:36])[CH2:32]5)=[CH:29][N:30]=[C:25]4[N:24]=[N:23]3)=[CH:18][CH:19]=2)[CH:14]=[CH:13][CH:12]=1. The yield is 0.400. (4) The product is [C:1]([O:5][C:6](=[O:27])[NH:7][C@H:8]([CH2:24][N:25]([O:26][C:35](=[O:38])[CH3:41])[C:28](=[O:30])[CH3:29])[CH2:9][C:10]1[CH:15]=[CH:14][C:13]([O:16][C:17]2[CH:18]=[CH:19][C:20]([Cl:23])=[CH:21][CH:22]=2)=[CH:12][CH:11]=1)([CH3:4])([CH3:2])[CH3:3]. The yield is 1.00. The reactants are [C:1]([O:5][C:6](=[O:27])[NH:7][C@H:8]([CH2:24][NH:25][OH:26])[CH2:9][C:10]1[CH:15]=[CH:14][C:13]([O:16][C:17]2[CH:22]=[CH:21][C:20]([Cl:23])=[CH:19][CH:18]=2)=[CH:12][CH:11]=1)([CH3:4])([CH3:3])[CH3:2].[C:28](OC(=O)C)(=[O:30])[CH3:29].[C:35](=[O:38])(O)[O-].[Na+].N1C=CC=C[CH:41]=1. No catalyst specified. (5) The reactants are [Br:1][C:2]1[N:7]=[CH:6][C:5]([OH:8])=[CH:4][CH:3]=1.[C:9]([O:13][C:14]([N:16]1[CH2:19][CH:18](I)[CH2:17]1)=[O:15])([CH3:12])([CH3:11])[CH3:10].C([O-])([O-])=O.[Cs+].[Cs+]. The catalyst is CN(C=O)C. The product is [C:9]([O:13][C:14]([N:16]1[CH2:19][CH:18]([O:8][C:5]2[CH:6]=[N:7][C:2]([Br:1])=[CH:3][CH:4]=2)[CH2:17]1)=[O:15])([CH3:12])([CH3:10])[CH3:11]. The yield is 0.300.